Dataset: NCI-60 drug combinations with 297,098 pairs across 59 cell lines. Task: Regression. Given two drug SMILES strings and cell line genomic features, predict the synergy score measuring deviation from expected non-interaction effect. (1) Drug 1: CC1OCC2C(O1)C(C(C(O2)OC3C4COC(=O)C4C(C5=CC6=C(C=C35)OCO6)C7=CC(=C(C(=C7)OC)O)OC)O)O. Drug 2: C#CCC(CC1=CN=C2C(=N1)C(=NC(=N2)N)N)C3=CC=C(C=C3)C(=O)NC(CCC(=O)O)C(=O)O. Cell line: HT29. Synergy scores: CSS=28.1, Synergy_ZIP=-12.0, Synergy_Bliss=-12.0, Synergy_Loewe=-16.4, Synergy_HSA=-8.86. (2) Drug 1: CC(C)NC(=O)C1=CC=C(C=C1)CNNC.Cl. Drug 2: C1CN(P(=O)(OC1)NCCCl)CCCl. Cell line: U251. Synergy scores: CSS=-27.0, Synergy_ZIP=19.2, Synergy_Bliss=0.116, Synergy_Loewe=-28.6, Synergy_HSA=-28.2.